Dataset: Reaction yield outcomes from USPTO patents with 853,638 reactions. Task: Predict the reaction yield, written as a fraction of the theoretical maximum amount of product (1.0 means a 100% yield; for example, 0.34 means a 34% yield). (1) The catalyst is COCCOC. The yield is 0.870. The reactants are [Si:1]([O:8][C@@H:9]1[C@@H:13]([CH2:14][O:15][Si:16]([C:19]([CH3:22])([CH3:21])[CH3:20])([CH3:18])[CH3:17])[O:12][C@@H:11]([N:23]2[C:41]3[N:40]=[CH:39][N:38]=[C:27]([O:28][C:29]4[CH:34]=[CH:33][C:32]([N+]([O-])=O)=[CH:31][CH:30]=4)[C:26]=3[N:25]=[CH:24]2)[CH2:10]1)([C:4]([CH3:7])([CH3:6])[CH3:5])([CH3:3])[CH3:2].N1(OC2C3N=CN(C=3N=CN=2)[C@@H]2O[C@H](CO[Si](C(C)(C)C)(C)C)[C@@H](O[Si](C(C)(C)C)(C)C)C2)C2C=CC=CC=2N=N1.C([O-])([O-])=O.[Cs+].[Cs+].O[C:90]1[CH:102]=[CH:101][C:100]2C3C(=CC=CC=3)[CH2:93][C:92]=2[CH:91]=1. The product is [Si:16]([O:15][C@@H:14]1[C@@H:13]([CH2:9][O:8][Si:1]([C:4]([CH3:6])([CH3:7])[CH3:5])([CH3:3])[CH3:2])[O:12][C@@H:11]([N:23]2[C:41]3[N:40]=[CH:39][N:38]=[C:27]([O:28][C:29]4[CH:34]=[CH:33][C:32]5[C:100]6[C:92](=[CH:91][CH:90]=[CH:102][CH:101]=6)[CH2:93][C:31]=5[CH:30]=4)[C:26]=3[N:25]=[CH:24]2)[CH2:10]1)([C:19]([CH3:22])([CH3:21])[CH3:20])([CH3:18])[CH3:17]. (2) The reactants are [Br:1][C:2]1[CH:7]=[CH:6][C:5]([CH2:8][C:9]([OH:11])=O)=[CH:4][CH:3]=1.[CH:12]([N:15]([CH:18]([CH3:20])C)[CH2:16]C)(C)C.F[P-](F)(F)(F)(F)F.Br[P+]([N:40]1[CH2:44][CH2:43][CH2:42][CH2:41]1)([N:40]1[CH2:44][CH2:43][CH2:42][CH2:41]1)[N:40]1[CH2:44][CH2:43][CH2:42][CH2:41]1.[ClH:45].C(O[CH2:49][CH3:50])C. The catalyst is C(Cl)Cl.CCCCCCC. The product is [ClH:45].[CH3:4][C:3]1[CH:41]=[CH:42][C:43]([CH2:44][N:40]([CH:50]2[CH2:49][CH2:16][N:15]([CH3:12])[CH2:18][CH2:20]2)[C:9](=[O:11])[CH2:8][C:5]2[CH:4]=[CH:3][C:2]([Br:1])=[CH:7][CH:6]=2)=[CH:7][CH:2]=1. The yield is 0.250. (3) The reactants are Cl[C:2]1[CH:7]=[CH:6][C:5]([N+:8]([O-:10])=[O:9])=[CH:4][N:3]=1.C([N:14](CC)[CH:15]([CH3:17])[CH3:16])(C)C.[CH2:20](O)[CH3:21]. No catalyst specified. The product is [CH2:17]1[C:20]2[C:21](=[CH:4][CH:5]=[CH:6][CH:7]=2)[CH2:16][CH:15]1[NH:14][C:2]1[CH:7]=[CH:6][C:5]([N+:8]([O-:10])=[O:9])=[CH:4][N:3]=1. The yield is 0.880. (4) The reactants are [F:1][C:2]1[CH:7]=[C:6](I)[CH:5]=[CH:4][C:3]=1[NH:9][CH:10]=[O:11].C([O-])(=O)C.[K+].Br[C:18]1[CH:34]=[CH:33][C:21]([C:22]([C@@H:24]2[CH2:28][CH2:27][CH2:26][C@H:25]2[C:29]([O:31][CH3:32])=[O:30])=[O:23])=[CH:20][CH:19]=1.C(=O)([O-])[O-].[Cs+].[Cs+]. The catalyst is CN(C)C=O.C([O-])(=O)C.[Pd+2].C([O-])(=O)C.C1C=CC([P]([Pd]([P](C2C=CC=CC=2)(C2C=CC=CC=2)C2C=CC=CC=2)([P](C2C=CC=CC=2)(C2C=CC=CC=2)C2C=CC=CC=2)[P](C2C=CC=CC=2)(C2C=CC=CC=2)C2C=CC=CC=2)(C2C=CC=CC=2)C2C=CC=CC=2)=CC=1. The product is [F:1][C:2]1[CH:7]=[C:6]([C:18]2[CH:19]=[CH:20][C:21]([C:22]([CH:24]3[CH2:28][CH2:27][CH2:26][CH:25]3[C:29]([O:31][CH3:32])=[O:30])=[O:23])=[CH:33][CH:34]=2)[CH:5]=[CH:4][C:3]=1[NH:9][CH:10]=[O:11]. The yield is 0.650. (5) The reactants are Cl[C:2]1[C:11]([CH:12]=[O:13])=[CH:10][C:9]2[C:4](=[CH:5][CH:6]=[C:7]([O:14][CH3:15])[CH:8]=2)[N:3]=1.[OH2:16]. The catalyst is C(O)(=O)C. The product is [CH3:15][O:14][C:7]1[CH:8]=[C:9]2[C:4](=[CH:5][CH:6]=1)[NH:3][C:2](=[O:16])[C:11]([CH:12]=[O:13])=[CH:10]2. The yield is 0.830.